Dataset: Full USPTO retrosynthesis dataset with 1.9M reactions from patents (1976-2016). Task: Predict the reactants needed to synthesize the given product. (1) The reactants are: [CH2:1]([C:8]1[C:17]([OH:18])=[CH:16][CH:15]=[C:14]2[C:9]=1[C:10](=[O:26])[N:11]([CH2:21][CH2:22]CCO)[C:12](=[O:20])[N:13]2[CH3:19])[C:2]1[CH:7]=[CH:6][CH:5]=[CH:4][CH:3]=1.I[C:28]1[CH:33]=[CH:32][CH:31]=[C:30]([O:34][C:35]([F:38])([F:37])[F:36])[CH:29]=1.N1C=CC=CC=1[C:45](O)=[O:46]. Given the product [CH2:1]([C:8]1[C:17]([O:18][C:28]2[CH:33]=[CH:32][CH:31]=[C:30]([O:34][C:35]([F:38])([F:37])[F:36])[CH:29]=2)=[CH:16][CH:15]=[C:14]2[C:9]=1[C:10](=[O:26])[N:11]([CH2:21][CH2:22][CH2:45][OH:46])[C:12](=[O:20])[N:13]2[CH3:19])[C:2]1[CH:3]=[CH:4][CH:5]=[CH:6][CH:7]=1, predict the reactants needed to synthesize it. (2) Given the product [Br:1][C:2]1[C:7]([F:8])=[CH:6][CH:5]=[CH:4][C:3]=1[C:9]1[O:10][C:11]2[C:16]([C:17](=[O:19])[CH:18]=1)=[C:15]([OH:20])[CH:14]=[C:13]([OH:22])[C:12]=2[C@@H:24]1[CH2:28][CH2:27][N:26]([CH3:29])[C@H:25]1[CH2:30][OH:31], predict the reactants needed to synthesize it. The reactants are: [Br:1][C:2]1[C:7]([F:8])=[CH:6][CH:5]=[CH:4][C:3]=1[C:9]1[O:10][C:11]2[C:16]([C:17](=[O:19])[CH:18]=1)=[C:15]([O:20]C)[CH:14]=[C:13]([O:22]C)[C:12]=2[C@@H:24]1[CH2:28][CH2:27][N:26]([CH3:29])[C@H:25]1[CH2:30][OH:31].Cl.N1C=CC=CC=1. (3) Given the product [C:24]([NH:28][S:29]([C:32]1[CH:37]=[CH:36][C:35]([C:2]2[N:3]=[CH:4][N:5]([C:7]3[N:8]=[C:9]([CH3:23])[CH:10]=[C:11]([C:13]4[CH:18]=[CH:17][C:16]([C:19]([F:22])([F:21])[F:20])=[CH:15][CH:14]=4)[N:12]=3)[CH:6]=2)=[CH:34][CH:33]=1)(=[O:31])=[O:30])([CH3:27])([CH3:25])[CH3:26], predict the reactants needed to synthesize it. The reactants are: I[C:2]1[N:3]=[CH:4][N:5]([C:7]2[N:12]=[C:11]([C:13]3[CH:18]=[CH:17][C:16]([C:19]([F:22])([F:21])[F:20])=[CH:15][CH:14]=3)[CH:10]=[C:9]([CH3:23])[N:8]=2)[CH:6]=1.[C:24]([NH:28][S:29]([C:32]1[CH:37]=[CH:36][C:35](B(O)O)=[CH:34][CH:33]=1)(=[O:31])=[O:30])([CH3:27])([CH3:26])[CH3:25]. (4) Given the product [C:1]([O:5][C:6](=[O:7])[NH:8][CH:9]([C:13]1[CH:18]=[CH:17][C:16]([Cl:19])=[C:15]([F:20])[CH:14]=1)[C:10](=[O:12])[N:32]([O:33][CH3:34])[CH3:31])([CH3:2])([CH3:3])[CH3:4], predict the reactants needed to synthesize it. The reactants are: [C:1]([O:5][C:6]([NH:8][CH:9]([C:13]1[CH:18]=[CH:17][C:16]([Cl:19])=[C:15]([F:20])[CH:14]=1)[C:10]([OH:12])=O)=[O:7])([CH3:4])([CH3:3])[CH3:2].C(N(C(C)C)C(C)C)C.Cl.[CH3:31][NH:32][O:33][CH3:34].[B-](F)(F)(F)F.CN(C(ON1N=NC2C1=CC=CC=2)=[N+](C)C)C.